From a dataset of Full USPTO retrosynthesis dataset with 1.9M reactions from patents (1976-2016). Predict the reactants needed to synthesize the given product. (1) Given the product [N:12]1([CH2:22][C:23]([O:25][CH2:26][C:27]2[CH:32]=[CH:31][CH:30]=[CH:29][CH:28]=2)=[O:24])[CH:13]2[CH:8]([CH2:7][CH2:6][C:5]3[C:14]2=[N:1][CH:2]=[CH:3][CH:4]=3)[CH2:9][CH2:10][CH2:11]1, predict the reactants needed to synthesize it. The reactants are: [NH:1]1[CH:14]2[CH:5]([CH2:6][CH2:7][C:8]3[C:13]2=[N:12][CH:11]=[CH:10][CH:9]=3)[CH2:4][CH2:3][CH2:2]1.C(=O)([O-])[O-].[K+].[K+].Br[CH2:22][C:23]([O:25][CH2:26][C:27]1[CH:32]=[CH:31][CH:30]=[CH:29][CH:28]=1)=[O:24]. (2) Given the product [CH3:22][N:6]1[C:5]2[N:23]=[CH:24][C:2]([O:1][C:39]3[CH:40]=[N:41][CH:42]=[CH:43][CH:44]=3)=[CH:3][C:4]=2[C:9](=[O:10])[N:8]([CH2:11][CH2:12][CH2:13][O:14][CH:15]2[CH2:20][CH2:19][CH2:18][CH2:17][O:16]2)[C:7]1=[O:21], predict the reactants needed to synthesize it. The reactants are: [OH:1][C:2]1[CH:24]=[N:23][C:5]2[N:6]([CH3:22])[C:7](=[O:21])[N:8]([CH2:11][CH2:12][CH2:13][O:14][CH:15]3[CH2:20][CH2:19][CH2:18][CH2:17][O:16]3)[C:9](=[O:10])[C:4]=2[CH:3]=1.C([O-])([O-])=O.[Cs+].[Cs+].CN(C)CC(O)=O.Br[C:39]1[CH:40]=[N:41][CH:42]=[CH:43][CH:44]=1. (3) Given the product [Cl:1][C:2]1[CH:7]=[C:6]([CH:21]2[CH2:15][CH2:16]2)[N:5]=[CH:4][N:3]=1, predict the reactants needed to synthesize it. The reactants are: [Cl:1][C:2]1[CH:7]=[C:6](Cl)[N:5]=[CH:4][N:3]=1.C(=O)([O-])[O-].[Cs+].[Cs+].[C:15]1([CH3:21])C=CC=C[CH:16]=1. (4) Given the product [N+:19]([C:22]1[CH:31]=[CH:30][C:29]([CH2:32][CH2:33][N:15]2[CH2:16][CH2:17][N:12]([CH2:11][CH2:10][C:7]3[CH:8]=[CH:9][C:4]([N+:1]([O-:3])=[O:2])=[CH:5][CH:6]=3)[C:13](=[O:18])[CH2:14]2)=[CH:28][C:23]=1[C:24]([O:26][CH3:27])=[O:25])([O-:21])=[O:20], predict the reactants needed to synthesize it. The reactants are: [N+:1]([C:4]1[CH:9]=[CH:8][C:7]([CH2:10][CH2:11][N:12]2[CH2:17][CH2:16][NH:15][CH2:14][C:13]2=[O:18])=[CH:6][CH:5]=1)([O-:3])=[O:2].[N+:19]([C:22]1[CH:31]=[CH:30][C:29]([CH2:32][CH:33]=O)=[CH:28][C:23]=1[C:24]([O:26][CH3:27])=[O:25])([O-:21])=[O:20]. (5) The reactants are: [F:1][C:2]([F:13])([F:12])[C:3]1[CH:4]=[C:5]([CH:9]=[CH:10][N:11]=1)[C:6]([OH:8])=[O:7].F[P-](F)(F)(F)(F)F.N1(O[P+](N(C)C)(N(C)C)N(C)C)C2C=CC=C[C:24]=2N=N1.CCN(C(C)C)C(C)C. Given the product [CH3:24][O:7][C:6](=[O:8])[C:5]1[CH:9]=[CH:10][N:11]=[C:3]([C:2]([F:12])([F:1])[F:13])[CH:4]=1, predict the reactants needed to synthesize it. (6) The reactants are: [Br:1][C:2]1[C:3]([F:12])=[C:4]2[C:10]([NH2:11])=[CH:9][NH:8][C:5]2=[N:6][CH:7]=1.[CH:13]1([C:16](Cl)=[O:17])[CH2:15][CH2:14]1.O.[OH-].[Li+]. Given the product [Br:1][C:2]1[C:3]([F:12])=[C:4]2[C:10]([NH:11][C:16]([CH:13]3[CH2:15][CH2:14]3)=[O:17])=[CH:9][NH:8][C:5]2=[N:6][CH:7]=1, predict the reactants needed to synthesize it. (7) Given the product [F:47][C:20]([F:19])([F:46])[C:21]([F:44])([F:45])[C:22]([F:42])([F:43])[C:23]([F:40])([F:41])[C:24]([F:38])([F:39])[C:25]([F:36])([F:37])[C:26]([F:35])([F:34])[C:27]([F:33])([F:32])[S:28]([O-:31])(=[O:30])=[O:29].[O:2]=[C:3]([C:10]1[CH:15]=[CH:14][CH:13]=[CH:12][CH:11]=1)[CH2:4][S+:5]1[CH2:6][CH2:7][CH2:8][CH2:9]1, predict the reactants needed to synthesize it. The reactants are: [Br-].[O:2]=[C:3]([C:10]1[CH:15]=[CH:14][CH:13]=[CH:12][CH:11]=1)[CH2:4][S+:5]1[CH2:9][CH2:8][CH2:7][CH2:6]1.C(#N)C.[F:19][C:20]([F:47])([F:46])[C:21]([F:45])([F:44])[C:22]([F:43])([F:42])[C:23]([F:41])([F:40])[C:24]([F:39])([F:38])[C:25]([F:37])([F:36])[C:26]([F:35])([F:34])[C:27]([F:33])([F:32])[S:28]([O-:31])(=[O:30])=[O:29].[K+].C(Cl)(Cl)Cl. (8) Given the product [CH2:34]([N:36]1[CH2:41][CH2:40][N:39]([C:1](=[NH:2])[C:3]2[CH:4]=[C:5]([NH:9][C:10](=[O:33])[NH:11][C:12]3[CH:17]=[CH:16][C:15]([S:18]([NH:21][CH2:22][C:23]4[CH:28]=[CH:27][C:26]([S:29](=[O:31])(=[O:32])[NH2:30])=[CH:25][CH:24]=4)(=[O:20])=[O:19])=[CH:14][CH:13]=3)[CH:6]=[CH:7][CH:8]=2)[CH2:38][CH2:37]1)[CH3:35], predict the reactants needed to synthesize it. The reactants are: [C:1]([C:3]1[CH:4]=[C:5]([NH:9][C:10](=[O:33])[NH:11][C:12]2[CH:17]=[CH:16][C:15]([S:18]([NH:21][CH2:22][C:23]3[CH:28]=[CH:27][C:26]([S:29](=[O:32])(=[O:31])[NH2:30])=[CH:25][CH:24]=3)(=[O:20])=[O:19])=[CH:14][CH:13]=2)[CH:6]=[CH:7][CH:8]=1)#[N:2].[CH2:34]([N:36]1[CH2:41][CH2:40][NH:39][CH2:38][CH2:37]1)[CH3:35].